From a dataset of Reaction yield outcomes from USPTO patents with 853,638 reactions. Predict the reaction yield, written as a fraction of the theoretical maximum amount of product (1.0 means a 100% yield; for example, 0.34 means a 34% yield). (1) The reactants are [C:1](O)(=[O:4])[C:2]#[CH:3].C1(N=C=NC2CCCCC2)CCCCC1.[NH2:21][C:22]1[CH:23]=[C:24]([CH:41]=[CH:42][CH:43]=1)[O:25][C:26]1[CH:27]=[CH:28][C:29]2[N:30]([CH:32]=[C:33]([NH:35][C:36]([CH:38]3[CH2:40][CH2:39]3)=[O:37])[N:34]=2)[N:31]=1. The catalyst is O1CCCC1.CN(C)C=O. The product is [C:1]([NH:21][C:22]1[CH:23]=[C:24]([CH:41]=[CH:42][CH:43]=1)[O:25][C:26]1[CH:27]=[CH:28][C:29]2[N:30]([CH:32]=[C:33]([NH:35][C:36]([CH:38]3[CH2:40][CH2:39]3)=[O:37])[N:34]=2)[N:31]=1)(=[O:4])[C:2]#[CH:3]. The yield is 0.210. (2) The reactants are O=[C:2]1[C:11]2[N:12]=[CH:13][N:14]=[CH:15][C:10]=2[C:9]2[CH:8]=[CH:7][C:6]([C:16]([O:18][CH3:19])=[O:17])=[CH:5][C:4]=2[NH:3]1.CCN(C(C)C)C(C)C.O=P(Cl)(Cl)[Cl:31].O. The yield is 0.710. The catalyst is C1(C)C=CC=CC=1. The product is [Cl:31][C:2]1[C:11]2[N:12]=[CH:13][N:14]=[CH:15][C:10]=2[C:9]2[CH:8]=[CH:7][C:6]([C:16]([O:18][CH3:19])=[O:17])=[CH:5][C:4]=2[N:3]=1. (3) The reactants are [Br:1][C:2]1[CH:3]=[C:4]([C:8]2[CH:16]=[CH:15][CH:14]=[C:13]3[C:9]=2[CH2:10][C:11](=[O:17])[NH:12]3)[CH:5]=[CH:6][CH:7]=1.[N:18]1([CH2:23][CH2:24][NH:25][C:26]([C:28]2[C:32]([CH3:33])=[C:31]([CH:34]=O)[NH:30][C:29]=2[CH3:36])=[O:27])[CH2:22][CH2:21][CH2:20][CH2:19]1. The catalyst is C(O)C.N1CCCCC1. The product is [N:18]1([CH2:23][CH2:24][NH:25][C:26]([C:28]2[C:32]([CH3:33])=[C:31]([CH:34]=[C:10]3[C:9]4[C:13](=[CH:14][CH:15]=[CH:16][C:8]=4[C:4]4[CH:5]=[CH:6][CH:7]=[C:2]([Br:1])[CH:3]=4)[NH:12][C:11]3=[O:17])[NH:30][C:29]=2[CH3:36])=[O:27])[CH2:22][CH2:21][CH2:20][CH2:19]1. The yield is 0.630.